This data is from Peptide-MHC class I binding affinity with 185,985 pairs from IEDB/IMGT. The task is: Regression. Given a peptide amino acid sequence and an MHC pseudo amino acid sequence, predict their binding affinity value. This is MHC class I binding data. (1) The peptide sequence is ANKWYFAPR. The MHC is HLA-A03:01 with pseudo-sequence HLA-A03:01. The binding affinity (normalized) is 0.0847. (2) The peptide sequence is GPAGYTAAL. The MHC is HLA-A02:01 with pseudo-sequence HLA-A02:01. The binding affinity (normalized) is 0.0847. (3) The peptide sequence is LGGLACDLP. The MHC is HLA-B15:03 with pseudo-sequence HLA-B15:03. The binding affinity (normalized) is 0.